This data is from Reaction yield outcomes from USPTO patents with 853,638 reactions. The task is: Predict the reaction yield, written as a fraction of the theoretical maximum amount of product (1.0 means a 100% yield; for example, 0.34 means a 34% yield). (1) The reactants are Cl[C:2]1[N:3]=[C:4]([OH:12])[C:5]2[CH:11]=[CH:10][N:9]=[CH:8][C:6]=2[N:7]=1.[CH3:13][O:14][CH2:15][CH:16]([C:18]1[CH:23]=[CH:22][C:21]([N:24]([CH3:32])[C:25]2[CH:30]=[CH:29][C:28]([OH:31])=[CH:27][CH:26]=2)=[CH:20][CH:19]=1)[CH3:17]. No catalyst specified. The product is [CH3:13][O:14][CH2:15][CH:16]([C:18]1[CH:23]=[CH:22][C:21]([N:24]([CH3:32])[C:25]2[CH:26]=[CH:27][C:28]([O:31][C:2]3[N:3]=[C:4]([OH:12])[C:5]4[CH:11]=[CH:10][N:9]=[CH:8][C:6]=4[N:7]=3)=[CH:29][CH:30]=2)=[CH:20][CH:19]=1)[CH3:17]. The yield is 0.200. (2) The reactants are [F:1][C:2]([F:7])([F:6])[C:3]([OH:5])=[O:4].[CH:8]1([CH:13]([N:18]2[CH:22]=[C:21]([C:23]3[C:24]4[CH:31]=[CH:30][NH:29][C:25]=4[N:26]=[CH:27][N:28]=3)[CH:20]=[N:19]2)[CH2:14][CH:15]2C[CH2:16]2)[CH2:12][CH2:11][CH2:10][CH2:9]1.[H][H]. The catalyst is CO.[Pd]. The product is [F:1][C:2]([F:7])([F:6])[C:3]([OH:5])=[O:4].[CH:8]1([CH:13]([N:18]2[CH:22]=[C:21]([C:23]3[C:24]4[CH:31]=[CH:30][NH:29][C:25]=4[N:26]=[CH:27][N:28]=3)[CH:20]=[N:19]2)[CH2:14][CH2:15][CH3:16])[CH2:12][CH2:11][CH2:10][CH2:9]1. The yield is 0.690. (3) The reactants are O[CH2:2][C:3]1[C:4](=O)[CH2:5][CH2:6][C:7]=1[CH3:8].[CH:10]1([Li])[C:18]2[C:13](=[CH:14][CH:15]=[CH:16][CH:17]=2)[CH:12]=[CH:11]1.O.[CH3:21]CCCCC. The catalyst is O1CCCC1.C1(C)C=CC=CC=1. The product is [CH:10]1([CH2:2][C:3]2[C:4]([CH3:21])=[CH:5][CH2:6][C:7]=2[CH3:8])[C:18]2[C:13](=[CH:14][CH:15]=[CH:16][CH:17]=2)[CH:12]=[CH:11]1. The yield is 0.720. (4) The reactants are [CH3:1][N:2]1[C:10]2[CH:9]=[C:8]([N:11]3[CH:16]=[CH:15][C:14]([O:17][CH2:18][C:19]4[CH:24]=[CH:23][C:22]([C:25]([F:28])([F:27])[F:26])=[CH:21][N:20]=4)=[CH:13][C:12]3=[O:29])[CH:7]=[CH:6][C:5]=2[C:4]2[CH2:30][N:31](C(OC(C)(C)C)=O)[CH2:32][CH2:33][C:3]1=2.C1(N)C(F)=C(F)C(F)=C(N)C=1F.[ClH:53].Cl. No catalyst specified. The product is [ClH:53].[ClH:53].[CH3:1][N:2]1[C:10]2[CH:9]=[C:8]([N:11]3[CH:16]=[CH:15][C:14]([O:17][CH2:18][C:19]4[CH:24]=[CH:23][C:22]([C:25]([F:28])([F:26])[F:27])=[CH:21][N:20]=4)=[CH:13][C:12]3=[O:29])[CH:7]=[CH:6][C:5]=2[C:4]2[CH2:30][NH:31][CH2:32][CH2:33][C:3]1=2. The yield is 0.900. (5) The reactants are [Cl:1]N1C(=O)CCC1=O.[N+:9]([C:12]1[CH:13]=[C:14]2[C:18](=[CH:19][CH:20]=1)[NH:17][CH:16]=[CH:15]2)([O-:11])=[O:10].O. The catalyst is CN(C=O)C. The product is [Cl:1][C:15]1[C:14]2[C:18](=[CH:19][CH:20]=[C:12]([N+:9]([O-:11])=[O:10])[CH:13]=2)[NH:17][CH:16]=1. The yield is 0.990. (6) The reactants are [CH3:1][O:2][C:3]1[CH:4]=[C:5]([O:15][C:16]2[CH:17]=[N:18][C:19]([CH2:22][O:23][CH3:24])=[CH:20][CH:21]=2)[CH:6]=[C:7]2[C:11]=1[NH:10][C:9]([C:12](O)=[O:13])=[CH:8]2.Cl.C([N:28]=C=NCCCN(C)C)C.ON1C2C=CC=CC=2N=N1.[OH-].[NH4+]. The product is [CH3:1][O:2][C:3]1[CH:4]=[C:5]([O:15][C:16]2[CH:17]=[N:18][C:19]([CH2:22][O:23][CH3:24])=[CH:20][CH:21]=2)[CH:6]=[C:7]2[C:11]=1[NH:10][C:9]([C:12]([NH2:28])=[O:13])=[CH:8]2. The yield is 0.730. The catalyst is CN(C)C=O. (7) The reactants are [NH2:1][C:2]1[S:3][C:4]2[C:10]([C:11]3[CH:16]=[CH:15][CH:14]=[CH:13][CH:12]=3)=[CH:9][CH:8]=[C:7]([O:17][CH3:18])[C:5]=2[N:6]=1.Cl[C:20]([O:22][CH2:23][C:24]1[CH:29]=[CH:28][CH:27]=[CH:26][CH:25]=1)=[O:21]. The catalyst is N1C=CC=CC=1. The product is [CH2:23]([O:22][C:20](=[O:21])[NH:1][C:2]1[S:3][C:4]2[C:10]([C:11]3[CH:16]=[CH:15][CH:14]=[CH:13][CH:12]=3)=[CH:9][CH:8]=[C:7]([O:17][CH3:18])[C:5]=2[N:6]=1)[C:24]1[CH:29]=[CH:28][CH:27]=[CH:26][CH:25]=1. The yield is 0.790. (8) The reactants are C[Si](N[Si](C)(C)C)(C)C.[Li]CCCC.[CH3:15][CH2:16][O:17][C:18]([CH3:20])=[O:19].[F:21][C:22]1[CH:30]=[C:29]2[C:25]([CH2:26][CH:27]([CH3:32])[C:28]2=O)=[CH:24][CH:23]=1. The catalyst is C1COCC1. The product is [F:21][C:22]1[CH:30]=[C:29]2[C:25]([CH2:26][C:27]([CH3:32])=[C:28]2[CH2:20][C:18]([O:17][CH2:16][CH3:15])=[O:19])=[CH:24][CH:23]=1. The yield is 0.700. (9) The reactants are [F:1][C:2]1[CH:3]=[C:4]([CH2:19][CH2:20][OH:21])[CH:5]=[CH:6][C:7]=1[O:8][C:9]1[CH:14]=[CH:13][CH:12]=[C:11]([C:15]([F:18])([F:17])[F:16])[N:10]=1.[N:22]#[C:23][NH2:24].OS(C(F)(F)F)(=O)=O. The catalyst is C1COCC1. The product is [C:23](=[NH:22])([O:21][CH2:20][CH2:19][C:4]1[CH:5]=[CH:6][C:7]([O:8][C:9]2[CH:14]=[CH:13][CH:12]=[C:11]([C:15]([F:16])([F:17])[F:18])[N:10]=2)=[C:2]([F:1])[CH:3]=1)[NH2:24]. The yield is 0.437.